From a dataset of Forward reaction prediction with 1.9M reactions from USPTO patents (1976-2016). Predict the product of the given reaction. Given the reactants C(OC(=O)[NH:10][CH2:11][C:12]1[C:16]([C:17]2[CH:18]=[CH:19][C:20]3[N:24]=[CH:23][NH:22][C:21]=3[CH:25]=2)=[C:15]([CH3:26])[O:14][N:13]=1)C1C=CC=CC=1.Br, predict the reaction product. The product is: [NH:22]1[C:21]2[CH:25]=[C:17]([C:16]3[C:12]([CH2:11][NH2:10])=[N:13][O:14][C:15]=3[CH3:26])[CH:18]=[CH:19][C:20]=2[N:24]=[CH:23]1.